The task is: Predict the product of the given reaction.. This data is from Forward reaction prediction with 1.9M reactions from USPTO patents (1976-2016). (1) Given the reactants [Br:1][C:2]1[CH:3]=[CH:4][C:5]2[C:6]3[C:7](=[C:19]([C:22]4[O:26][N:25]=[C:24]([C:27]5[CH:32]=[CH:31][CH:30]=[CH:29][CH:28]=5)[C:23]=4[C:33]([F:36])([F:35])[F:34])[O:20][N:21]=3)[CH2:8][N:9](C(OC(C)(C)C)=O)[C:10]=2[CH:11]=1.Cl, predict the reaction product. The product is: [Br:1][C:2]1[CH:3]=[CH:4][C:5]2[C:6]3[C:7](=[C:19]([C:22]4[O:26][N:25]=[C:24]([C:27]5[CH:32]=[CH:31][CH:30]=[CH:29][CH:28]=5)[C:23]=4[C:33]([F:36])([F:34])[F:35])[O:20][N:21]=3)[CH2:8][NH:9][C:10]=2[CH:11]=1. (2) The product is: [CH:1]1([N:4]([CH2:18][C:19]2[O:20][CH:21]=[C:22]([C:24]([N:66]([CH2:65][C:62]3[CH:61]=[CH:60][C:59]([CH2:58][N:54]4[CH2:55][CH2:56][CH2:57][CH:52]([O:51][CH3:50])[CH2:53]4)=[CH:64][CH:63]=3)[CH3:67])=[O:25])[N:23]=2)[S:5]([C:8]2[C:9]([CH3:17])=[CH:10][C:11]([O:15][CH3:16])=[CH:12][C:13]=2[CH3:14])(=[O:6])=[O:7])[CH2:3][CH2:2]1. Given the reactants [CH:1]1([N:4]([CH2:18][C:19]2[O:20][CH:21]=[C:22]([C:24](O)=[O:25])[N:23]=2)[S:5]([C:8]2[C:13]([CH3:14])=[CH:12][C:11]([O:15][CH3:16])=[CH:10][C:9]=2[CH3:17])(=[O:7])=[O:6])[CH2:3][CH2:2]1.CCN=C=NCCCN(C)C.C1C=CC2N(O)N=NC=2C=1.Cl.Cl.[CH3:50][O:51][CH:52]1[CH2:57][CH2:56][CH2:55][N:54]([CH2:58][C:59]2[CH:64]=[CH:63][C:62]([CH2:65][NH:66][CH3:67])=[CH:61][CH:60]=2)[CH2:53]1, predict the reaction product. (3) Given the reactants C([N:8]1[CH2:13][CH2:12][N:11]([CH2:14][CH2:15][O:16][C:17]2[CH:22]=[CH:21][C:20]([NH2:23])=[C:19]([NH:24][CH2:25][CH2:26][CH2:27][CH3:28])[CH:18]=2)[CH2:10][CH2:9]1)(OC(C)(C)C)=O.[C:29]([C:33]1[CH:34]=[C:35]([CH:45]=[CH:46][CH:47]=1)[O:36][C:37]1[CH:38]=[C:39]([CH:42]=[CH:43][CH:44]=1)[CH:40]=O)([CH3:32])([CH3:31])[CH3:30], predict the reaction product. The product is: [CH2:25]([N:24]1[C:19]2[CH:18]=[C:17]([O:16][CH2:15][CH2:14][N:11]3[CH2:10][CH2:9][NH:8][CH2:13][CH2:12]3)[CH:22]=[CH:21][C:20]=2[N:23]=[C:40]1[C:39]1[CH:42]=[CH:43][CH:44]=[C:37]([O:36][C:35]2[CH:45]=[CH:46][CH:47]=[C:33]([C:29]([CH3:32])([CH3:31])[CH3:30])[CH:34]=2)[CH:38]=1)[CH2:26][CH2:27][CH3:28]. (4) Given the reactants Cl[C:2]1[CH:30]=[CH:29][C:5]([CH2:6][N:7]2[C:11]3=[N:12][C:13]([C:16]4[CH:21]=[C:20]([O:22][CH3:23])[C:19]([O:24][CH3:25])=[C:18]([O:26][CH3:27])[CH:17]=4)=[CH:14][N:15]=[C:10]3[NH:9][C:8]2=[O:28])=[CH:4][CH:3]=1.[C:31](=[NH:44])([C:38]1[CH:43]=[CH:42][CH:41]=[CH:40][CH:39]=1)[C:32]1[CH:37]=[CH:36][CH:35]=[CH:34][CH:33]=1.CC(C)([O-])C.[Na+], predict the reaction product. The product is: [C:31](=[N:44][C:2]1[CH:30]=[CH:29][C:5]([CH2:6][N:7]2[C:11]3=[N:12][C:13]([C:16]4[CH:21]=[C:20]([O:22][CH3:23])[C:19]([O:24][CH3:25])=[C:18]([O:26][CH3:27])[CH:17]=4)=[CH:14][N:15]=[C:10]3[NH:9][C:8]2=[O:28])=[CH:4][CH:3]=1)([C:38]1[CH:39]=[CH:40][CH:41]=[CH:42][CH:43]=1)[C:32]1[CH:37]=[CH:36][CH:35]=[CH:34][CH:33]=1. (5) Given the reactants [CH:1]1([N:4]2[CH2:9][CH2:8][NH:7][CH2:6][CH2:5]2)[CH2:3][CH2:2]1.[Cl:10][C:11]1[CH:20]=[CH:19][C:18]2[C:13](=[CH:14][C:15]([F:21])=[CH:16][CH:17]=2)[N:12]=1, predict the reaction product. The product is: [ClH:10].[CH:1]1([N:4]2[CH2:9][CH2:8][N:7]([C:11]3[CH:20]=[CH:19][C:18]4[C:13](=[CH:14][C:15]([F:21])=[CH:16][CH:17]=4)[N:12]=3)[CH2:6][CH2:5]2)[CH2:3][CH2:2]1.